From a dataset of Peptide-MHC class II binding affinity with 134,281 pairs from IEDB. Regression. Given a peptide amino acid sequence and an MHC pseudo amino acid sequence, predict their binding affinity value. This is MHC class II binding data. The peptide sequence is FLHLVGFPTHRHIRG. The MHC is DRB4_0101 with pseudo-sequence DRB4_0103. The binding affinity (normalized) is 0.397.